Task: Predict the reactants needed to synthesize the given product.. Dataset: Full USPTO retrosynthesis dataset with 1.9M reactions from patents (1976-2016) (1) Given the product [C:52]([CH2:53][CH2:54][NH:55][C:25]([C:6]1[C:5]2[C:10](=[CH:11][C:12]([O:13][CH3:14])=[C:3]([O:2][CH3:1])[CH:4]=2)[C:9]([C:15](=[O:24])[C:16]2[CH:21]=[CH:20][CH:19]=[C:18]([O:22][CH3:23])[CH:17]=2)=[N:8][CH:7]=1)=[O:26])#[N:51], predict the reactants needed to synthesize it. The reactants are: [CH3:1][O:2][C:3]1[CH:4]=[C:5]2[C:10](=[CH:11][C:12]=1[O:13][CH3:14])[C:9]([C:15](=[O:24])[C:16]1[CH:21]=[CH:20][CH:19]=[C:18]([O:22][CH3:23])[CH:17]=1)=[N:8][CH:7]=[C:6]2[C:25](O)=[O:26].C(N(CC)CC)C.C(OC(Cl)=O)C(C)C.C(O)(=O)/C=C/C(O)=O.[NH2:51][CH2:52][CH2:53][C:54]#[N:55].C(=O)(O)[O-].[Na+]. (2) Given the product [O:1]1[CH2:5][CH2:4][C@@H:3]([NH:6][C:7]2[N:15]=[C:14]([Cl:16])[N:13]=[C:12]3[C:8]=2[N:9]=[CH:10][N:11]3[C@@H:17]2[O:21][C@H:20]([CH2:22][O:23][C:24]([NH:26][CH:27]3[CH2:32][CH2:31][CH2:30][CH2:34]3)=[O:25])[C@@H:19]([OH:28])[C@H:18]2[OH:29])[CH2:2]1, predict the reactants needed to synthesize it. The reactants are: [O:1]1[CH2:5][CH2:4][C@@H:3]([NH:6][C:7]2[N:15]=[C:14]([Cl:16])[N:13]=[C:12]3[C:8]=2[N:9]=[CH:10][N:11]3[C@@H:17]2[O:21][C@H:20]([CH2:22][O:23][C:24]([NH:26][CH3:27])=[O:25])[C@@H:19]([OH:28])[C@H:18]2[OH:29])[CH2:2]1.[CH:30]1(N)[CH2:34]C[CH2:32][CH2:31]1.CN. (3) Given the product [CH2:18]([N:17]1[CH:11]2[CH2:10][CH2:16][C:15]1([C:25]1[CH:30]=[CH:29][CH:28]=[CH:27][CH:26]=1)[CH:14]([NH2:31])[CH2:13][CH2:12]2)[C:19]1[CH:20]=[CH:21][CH:22]=[CH:23][CH:24]=1, predict the reactants needed to synthesize it. The reactants are: C1(S([CH:10]2[CH2:16][C:15]3([C:25]4[CH:30]=[CH:29][CH:28]=[CH:27][CH:26]=4)[N:17]([CH2:18][C:19]4[CH:24]=[CH:23][CH:22]=[CH:21][CH:20]=4)[CH:11]2[CH2:12][CH2:13][CH:14]3[NH:31]OC)(=O)=O)C=CC=CC=1.[Na]. (4) The reactants are: [F:1][C:2]1[CH:7]=[C:6]([N:8]2[CH:13]=[CH:12][CH:11]=[CH:10][C:9]2=[O:14])[CH:5]=[CH:4][C:3]=1[NH:15][C:16]([CH:18]1[CH2:22][CH:21]([CH2:23][NH:24][C:25]([C:27]2[S:28][C:29]([Cl:32])=[CH:30][CH:31]=2)=[O:26])[CH:20]([NH:33][CH3:34])[CH2:19]1)=[O:17].[CH3:35][S:36](Cl)(=[O:38])=[O:37]. Given the product [F:1][C:2]1[CH:7]=[C:6]([N:8]2[CH:13]=[CH:12][CH:11]=[CH:10][C:9]2=[O:14])[CH:5]=[CH:4][C:3]=1[NH:15][C:16]([CH:18]1[CH2:22][CH:21]([CH2:23][NH:24][C:25]([C:27]2[S:28][C:29]([Cl:32])=[CH:30][CH:31]=2)=[O:26])[CH:20]([N:33]([S:36]([CH3:35])(=[O:38])=[O:37])[CH3:34])[CH2:19]1)=[O:17], predict the reactants needed to synthesize it. (5) Given the product [CH3:1][NH:2][C:3]1[C:12]2[C:7](=[CH:8][CH:9]=[C:10]([NH2:13])[CH:11]=2)[N:6]=[CH:5][N:4]=1, predict the reactants needed to synthesize it. The reactants are: [CH3:1][NH:2][C:3]1[C:12]2[C:7](=[CH:8][CH:9]=[C:10]([N+:13]([O-])=O)[CH:11]=2)[N:6]=[CH:5][N:4]=1.[N+](C1N=CC2C(=CC=CC=2)N=1)([O-])=O. (6) Given the product [Br:1][C:2]1[CH:3]=[C:4](/[C:8](/[C:16]2[CH:15]=[C:14]([Cl:17])[CH:13]=[CH:12][C:11]=2[C:10]#[N:18])=[N:9]\[S:29]([C:26]([CH3:28])([CH3:27])[CH3:25])=[O:30])[CH:5]=[CH:6][CH:7]=1, predict the reactants needed to synthesize it. The reactants are: [Br:1][C:2]1[CH:3]=[C:4]([C:8]2(C3C=CN=CC=3)[C:16]3[C:11](=[CH:12][CH:13]=[C:14]([Cl:17])[CH:15]=3)[C:10]([NH2:18])=[N:9]2)[CH:5]=[CH:6][CH:7]=1.[CH3:25][C:26]([S:29](N)=[O:30])([CH3:28])[CH3:27].C(=O)(O)[O-].[Na+]. (7) Given the product [CH2:23]([C:20]1[CH:21]=[CH:22][C:17]([CH2:15][C:10]2[CH:11]=[CH:12][CH:13]=[CH:14][C:9]=2[OH:8])=[CH:18][CH:19]=1)[CH3:24], predict the reactants needed to synthesize it. The reactants are: C([O:8][C:9]1[CH:14]=[CH:13][CH:12]=[CH:11][C:10]=1[CH:15]([C:17]1[CH:22]=[CH:21][C:20]([CH2:23][CH3:24])=[CH:19][CH:18]=1)O)C1C=CC=CC=1.Cl. (8) Given the product [C:1]([C:4]1[CH:5]=[CH:6][C:7]([C:10]2[N:11]=[C:12]([CH:15]([C:17]3[CH:29]=[CH:28][C:20]4[NH:21][C:22](=[O:24])[S:23][C:19]=4[CH:18]=3)[CH3:16])[S:13][CH:14]=2)=[N:8][CH:9]=1)(=[O:3])[CH3:2], predict the reactants needed to synthesize it. The reactants are: [C:1]([C:4]1[CH:5]=[CH:6][C:7]([C:10]2[N:11]=[C:12]([CH:15]([C:17]3[CH:29]=[CH:28][C:20]4[N:21](COC)[C:22](=[O:24])[S:23][C:19]=4[CH:18]=3)[CH3:16])[S:13][CH:14]=2)=[N:8][CH:9]=1)(=[O:3])[CH3:2].